Dataset: Full USPTO retrosynthesis dataset with 1.9M reactions from patents (1976-2016). Task: Predict the reactants needed to synthesize the given product. (1) Given the product [OH:13][C:2]1[CH:3]=[C:4]([S:8]([NH2:11])(=[O:10])=[O:9])[CH:5]=[CH:6][CH:7]=1, predict the reactants needed to synthesize it. The reactants are: N[C:2]1[CH:3]=[C:4]([S:8]([NH2:11])(=[O:10])=[O:9])[CH:5]=[CH:6][CH:7]=1.N([O-])=[O:13].[Na+]. (2) The reactants are: [O:1]=[C:2]([C:9]1[CH:14]=[C:13]([F:15])[C:12]([F:16])=[C:11]([F:17])[C:10]=1[F:18])[CH2:3][C:4]([O:6][CH2:7][CH3:8])=[O:5].CC(O[C:23]([CH3:25])=[O:24])=O.[CH:26](OCC)(OCC)OCC.[NH2:36][C:37]1(C(O)C)[CH2:39][CH2:38]1. Given the product [OH:24][CH2:23][CH2:25][C:37]1([NH:36][CH:26]=[C:3]([C:2](=[O:1])[C:9]2[CH:14]=[C:13]([F:15])[C:12]([F:16])=[C:11]([F:17])[C:10]=2[F:18])[C:4]([O:6][CH2:7][CH3:8])=[O:5])[CH2:39][CH2:38]1, predict the reactants needed to synthesize it. (3) The reactants are: [NH:1]1[C:9]2[C:4](=[CH:5][C:6]([C:10]([OH:12])=O)=[CH:7][CH:8]=2)[CH:3]=[N:2]1.[CH2:13]([N:20]1[CH2:25][CH2:24][CH:23]([NH:26][CH3:27])[CH2:22][CH2:21]1)[C:14]1[CH:19]=[CH:18][CH:17]=[CH:16][CH:15]=1.C(N(CC)CC)C.Cl.C(N=C=NCCCN(C)C)C.OC1C2N=NNC=2C=CC=1.C(=O)([O-])O.[Na+]. Given the product [CH2:13]([N:20]1[CH2:25][CH2:24][CH:23]([N:26]([CH3:27])[C:10]([C:6]2[CH:5]=[C:4]3[C:9](=[CH:8][CH:7]=2)[NH:1][N:2]=[CH:3]3)=[O:12])[CH2:22][CH2:21]1)[C:14]1[CH:15]=[CH:16][CH:17]=[CH:18][CH:19]=1, predict the reactants needed to synthesize it. (4) Given the product [ClH:40].[F:1][C:2]1[C:3]([CH2:24][NH:25][CH3:26])=[CH:4][N:5]([S:14]([C:17]2[CH:18]=[CH:19][C:20]([OH:23])=[CH:21][CH:22]=2)(=[O:16])=[O:15])[C:6]=1[C:7]1[C:8]([F:13])=[N:9][CH:10]=[CH:11][CH:12]=1, predict the reactants needed to synthesize it. The reactants are: [F:1][C:2]1[C:3]([CH2:24][N:25](C)[C:26](=O)OC(C)(C)C)=[CH:4][N:5]([S:14]([C:17]2[CH:22]=[CH:21][C:20]([OH:23])=[CH:19][CH:18]=2)(=[O:16])=[O:15])[C:6]=1[C:7]1[C:8]([F:13])=[N:9][CH:10]=[CH:11][CH:12]=1.C(OCC)(=O)C.[ClH:40]. (5) The reactants are: [CH3:1][N:2]1C(=O)CCC1.Cl[C:9]1[CH:14]=[CH:13][C:12]([NH:15]C(=O)C(C)(C)C)=[C:11]([C:22]#[C:23][CH3:24])[C:10]=1[C:25]([F:28])([F:27])[F:26].C([Cu])#N.[OH-].[NH4+]. Given the product [CH3:24][C:23]1[NH:15][C:12]2[C:11]([CH:22]=1)=[C:10]([C:25]([F:26])([F:27])[F:28])[C:9]([C:1]#[N:2])=[CH:14][CH:13]=2, predict the reactants needed to synthesize it.